This data is from Peptide-MHC class II binding affinity with 134,281 pairs from IEDB. The task is: Regression. Given a peptide amino acid sequence and an MHC pseudo amino acid sequence, predict their binding affinity value. This is MHC class II binding data. (1) The MHC is DRB1_0301 with pseudo-sequence DRB1_0301. The binding affinity (normalized) is 0.558. The peptide sequence is TASHTRLSCDCDDKFYDC. (2) The peptide sequence is KFKGLKNDKHWVGCC. The MHC is DRB1_0101 with pseudo-sequence DRB1_0101. The binding affinity (normalized) is 0.354. (3) The peptide sequence is YDKFLFNVSTVLTGK. The MHC is DRB1_1101 with pseudo-sequence DRB1_1101. The binding affinity (normalized) is 0.738. (4) The peptide sequence is LIGNGGAGGAGGVGA. The MHC is HLA-DPA10201-DPB10501 with pseudo-sequence HLA-DPA10201-DPB10501. The binding affinity (normalized) is 0.0815.